This data is from Forward reaction prediction with 1.9M reactions from USPTO patents (1976-2016). The task is: Predict the product of the given reaction. (1) Given the reactants [CH2:1]([O:8][C:9]1[CH:14]=[CH:13][C:12]([CH2:15][C:16]2[C:17](=[O:24])[NH:18][NH:19][C:20]=2[CH:21]([CH3:23])[CH3:22])=[C:11]([CH3:25])[CH:10]=1)[C:2]1[CH:7]=[CH:6][CH:5]=[CH:4][CH:3]=1.[CH3:26][C:27]([O:29][CH2:30][C@H:31]1[O:36][C@H:35](Br)[C@H:34]([O:38][C:39]([CH3:41])=[O:40])[C@@H:33]([O:42][C:43]([CH3:45])=[O:44])[C@H:32]1[O:46][C:47]([CH3:49])=[O:48])=[O:28].CC(OC[C@H]1O[C@H](Br)[C@H](OC(C)=O)[C@@H](OC(C)=O)[C@@H]1OC(C)=O)=O, predict the reaction product. The product is: [C:39]([O:38][C@@H:34]1[C@@H:33]([O:42][C:43](=[O:44])[CH3:45])[C@@H:32]([O:46][C:47](=[O:48])[CH3:49])[C@@H:31]([CH2:30][O:29][C:27](=[O:28])[CH3:26])[O:36][C@H:35]1[O:24][C:17]1[C:16]([CH2:15][C:12]2[CH:13]=[CH:14][C:9]([O:8][CH2:1][C:2]3[CH:3]=[CH:4][CH:5]=[CH:6][CH:7]=3)=[CH:10][C:11]=2[CH3:25])=[C:20]([CH:21]([CH3:22])[CH3:23])[NH:19][N:18]=1)(=[O:40])[CH3:41]. (2) Given the reactants [CH2:1]([N:3]1[CH:7]=[C:6]([C:8]2[CH:13]=[CH:12][N:11]=[C:10]3[N:14](S(C4C=CC=CC=4)(=O)=O)[C:15]([C:17]4[CH:22]=[CH:21][C:20]([CH2:23][N:24]5[CH2:28][CH2:27][CH2:26][CH2:25]5)=[CH:19][CH:18]=4)=[CH:16][C:9]=23)[C:5]([C:38]2[CH:43]=[CH:42][C:41]([N+:44]([O-])=O)=[CH:40][CH:39]=2)=[N:4]1)[CH3:2].[OH-].[Na+], predict the reaction product. The product is: [CH2:1]([N:3]1[CH:7]=[C:6]([C:8]2[CH:13]=[CH:12][N:11]=[C:10]3[NH:14][C:15]([C:17]4[CH:18]=[CH:19][C:20]([CH2:23][N:24]5[CH2:28][CH2:27][CH2:26][CH2:25]5)=[CH:21][CH:22]=4)=[CH:16][C:9]=23)[C:5]([C:38]2[CH:39]=[CH:40][C:41]([NH2:44])=[CH:42][CH:43]=2)=[N:4]1)[CH3:2]. (3) Given the reactants [F:1][C:2]([F:25])([F:24])[CH2:3][O:4][C:5]1[CH:10]=[CH:9][C:8]([C:11](=O)[CH2:12][C:13](=O)[C:14]([F:17])([F:16])[F:15])=[CH:7][C:6]=1[C:20]([F:23])([F:22])[F:21].[NH2:26][C:27]1[C:31]([C:32]2[CH:37]=[CH:36][N:35]=[C:34]([CH3:38])[CH:33]=2)=[CH:30][NH:29][N:28]=1, predict the reaction product. The product is: [F:1][C:2]([F:25])([F:24])[CH2:3][O:4][C:5]1[CH:10]=[CH:9][C:8]([C:11]2[CH:12]=[C:13]([C:14]([F:17])([F:16])[F:15])[N:28]3[N:29]=[CH:30][C:31]([C:32]4[CH:37]=[CH:36][N:35]=[C:34]([CH3:38])[CH:33]=4)=[C:27]3[N:26]=2)=[CH:7][C:6]=1[C:20]([F:23])([F:22])[F:21]. (4) Given the reactants [CH3:1][O:2][C:3]1[C:8]2[NH:9][C:10]([C:12]3[S:13][CH:14]=[CH:15][CH:16]=3)=[N:11][C:7]=2[C:6](C(O)=O)=[CH:5][CH:4]=1.P(N=[N+]=[N-])([O:29][C:30]1C=CC=CC=1)(OC1C=CC=CC=1)=O.C([N:41](CC)CC)C.[CH3:46][C:47]([OH:50])([CH3:49])[CH3:48], predict the reaction product. The product is: [CH3:1][O:2][C:3]1[C:8]2[NH:9][C:10]([C:12]3[S:13][CH:14]=[CH:15][CH:16]=3)=[N:11][C:7]=2[C:6]([NH:41][C:30](=[O:29])[O:50][C:47]([CH3:49])([CH3:48])[CH3:46])=[CH:5][CH:4]=1. (5) Given the reactants C([O:8][C:9]1[CH:10]=[C:11]([CH:48]=[C:49]([C:51]([F:54])([F:53])[F:52])[CH:50]=1)[CH2:12][N:13]([CH2:26][C:27]1[CH:32]=[C:31]([C:33]([F:36])([F:35])[F:34])[CH:30]=[CH:29][C:28]=1[C:37]1[CH:42]=[C:41]([CH:43]([CH3:45])[CH3:44])[CH:40]=[CH:39][C:38]=1[O:46][CH3:47])[C:14]1[N:19]=[CH:18][C:17]([N:20]2[CH2:25][CH2:24][O:23][CH2:22][CH2:21]2)=[CH:16][N:15]=1)C1C=CC=CC=1, predict the reaction product. The product is: [CH:43]([C:41]1[CH:40]=[CH:39][C:38]([O:46][CH3:47])=[C:37]([C:28]2[CH:29]=[CH:30][C:31]([C:33]([F:36])([F:35])[F:34])=[CH:32][C:27]=2[CH2:26][N:13]([CH2:12][C:11]2[CH:10]=[C:9]([OH:8])[CH:50]=[C:49]([C:51]([F:54])([F:52])[F:53])[CH:48]=2)[C:14]2[N:19]=[CH:18][C:17]([N:20]3[CH2:25][CH2:24][O:23][CH2:22][CH2:21]3)=[CH:16][N:15]=2)[CH:42]=1)([CH3:45])[CH3:44].